From a dataset of Reaction yield outcomes from USPTO patents with 853,638 reactions. Predict the reaction yield, written as a fraction of the theoretical maximum amount of product (1.0 means a 100% yield; for example, 0.34 means a 34% yield). (1) The reactants are C[Si]([N-][Si](C)(C)C)(C)C.[Li+].C([O:13][C:14](=[O:53])[C:15]([O:24][C:25]1[CH:30]=[CH:29][C:28]([C:31]2[CH:36]=[CH:35][C:34]([C:37]3[C:41]4[CH:42]=[CH:43][CH:44]=[CH:45][C:40]=4[O:39][C:38]=3[CH2:46][C:47]3[CH:52]=[CH:51][CH:50]=[CH:49][CH:48]=3)=[CH:33][CH:32]=2)=[CH:27][CH:26]=1)([CH3:23])[CH2:16][C:17]1[CH:22]=[CH:21][CH:20]=[CH:19][CH:18]=1)C.C(Br)C1C=CC=CC=1.Cl. The catalyst is O.O1CCCC1. The yield is 0.340. The product is [CH2:46]([C:38]1[O:39][C:40]2[CH:45]=[CH:44][CH:43]=[CH:42][C:41]=2[C:37]=1[C:34]1[CH:33]=[CH:32][C:31]([C:28]2[CH:29]=[CH:30][C:25]([O:24][C:15]([CH3:23])([CH2:16][C:17]3[CH:18]=[CH:19][CH:20]=[CH:21][CH:22]=3)[C:14]([OH:53])=[O:13])=[CH:26][CH:27]=2)=[CH:36][CH:35]=1)[C:47]1[CH:48]=[CH:49][CH:50]=[CH:51][CH:52]=1. (2) The reactants are COC1C=C(OC)C=CC=1C[N:6]([C:30]1[CH:35]=[CH:34][N:33]=[CH:32][N:31]=1)[S:7]([C:10]1[CH:15]=[C:14]([F:16])[C:13]([O:17][C@@H:18]2[CH2:22][CH2:21][CH2:20][C@H:19]2[C:23]2[N:27]([CH3:28])[N:26]=[CH:25][CH:24]=2)=[CH:12][C:11]=1[F:29])(=[O:9])=[O:8].C([SiH](CC)CC)C.FC(F)(F)C(O)=O. The catalyst is ClCCl. The product is [F:29][C:11]1[CH:12]=[C:13]([O:17][C@@H:18]2[CH2:22][CH2:21][CH2:20][C@H:19]2[C:23]2[N:27]([CH3:28])[N:26]=[CH:25][CH:24]=2)[C:14]([F:16])=[CH:15][C:10]=1[S:7]([NH:6][C:30]1[CH:35]=[CH:34][N:33]=[CH:32][N:31]=1)(=[O:8])=[O:9]. The yield is 0.740. (3) The reactants are S(O)(=O)(=O)C.[F:6][C:7]1[CH:8]=[C:9]([CH2:17][CH2:18][NH2:19])[CH:10]=[C:11]([C:13]([F:16])([F:15])[F:14])[CH:12]=1.C[O-].[Na+].[C:23]([C:27]1[CH:34]=[CH:33][C:30]([CH:31]=O)=[CH:29][CH:28]=1)([CH3:26])([CH3:25])[CH3:24].C(O)(=O)C.[BH-](OC(C)=O)(OC(C)=O)OC(C)=O.[Na+].[ClH:53]. The catalyst is CO.O. The product is [ClH:53].[C:23]([C:27]1[CH:28]=[CH:29][C:30]([CH2:31][NH:19][CH2:18][CH2:17][C:9]2[CH:10]=[C:11]([C:13]([F:15])([F:16])[F:14])[CH:12]=[C:7]([F:6])[CH:8]=2)=[CH:33][CH:34]=1)([CH3:26])([CH3:24])[CH3:25]. The yield is 0.842. (4) The reactants are P(Cl)(Cl)(Cl)(Cl)Cl.[CH3:7][N:8]1[CH2:13]N(C)CN(C)[CH2:9]1.ClCN(CCl)C.[F:22][C:23]1[CH:46]=[CH:45][CH:44]=[C:43]([F:47])[C:24]=1[C:25]([NH:27][C:28]([NH:30][C:31]1[CH:36]=[CH:35][C:34]([S:37]([CH:39]([F:41])[F:40])=[O:38])=[CH:33][C:32]=1[F:42])=[O:29])=[O:26].C(N(CC)CC)C.[OH-].[Na+]. The catalyst is ClCCl. The product is [F:22][C:23]1[CH:46]=[CH:45][CH:44]=[C:43]([F:47])[C:24]=1[C:25]([N:27]1[CH2:9][N:8]([CH3:13])[CH2:7][N:30]([C:31]2[CH:36]=[CH:35][C:34]([S:37]([CH:39]([F:40])[F:41])=[O:38])=[CH:33][C:32]=2[F:42])[C:28]1=[O:29])=[O:26]. The yield is 0.770. (5) The reactants are [CH2:1]([O:8][N:9]([CH2:12][C:13]1([C:18]([OH:20])=O)[CH2:17][CH2:16][CH2:15][CH2:14]1)[CH:10]=[O:11])[C:2]1[CH:7]=[CH:6][CH:5]=[CH:4][CH:3]=1.[NH:21]([C:23]1[N:28]=[C:27]([C:29]([F:32])([F:31])[F:30])[CH:26]=[CH:25][N:24]=1)[NH2:22].CN1CCOCC1.C1C=NC2N(O)N=NC=2C=1.Cl.CN(C)CCCN=C=NCC. The catalyst is CN(C=O)C. The product is [CH2:1]([O:8][N:9]([CH2:12][C:13]1([C:18]([NH:22][NH:21][C:23]2[N:28]=[C:27]([C:29]([F:31])([F:30])[F:32])[CH:26]=[CH:25][N:24]=2)=[O:20])[CH2:14][CH2:15][CH2:16][CH2:17]1)[CH:10]=[O:11])[C:2]1[CH:3]=[CH:4][CH:5]=[CH:6][CH:7]=1. The yield is 0.570. (6) The reactants are [CH3:1][O:2][C:3]1[N:8]=[C:7]([NH2:9])[C:6]([O:10][CH3:11])=[CH:5][N:4]=1.[CH3:12][CH2:13][O:14][C:15]([N:17]=[C:18]=[S:19])=[O:16]. The catalyst is C(OCC)(=O)C. The product is [CH3:1][O:2][C:3]1[N:8]=[C:7]([NH:9][C:18]([NH:17][C:15](=[O:16])[O:14][CH2:13][CH3:12])=[S:19])[C:6]([O:10][CH3:11])=[CH:5][N:4]=1. The yield is 0.890. (7) The reactants are [F:1][C:2]1[CH:7]=[CH:6][C:5]([C:8]2[O:9][CH:10]=[C:11]([CH2:13][C:14]#[N:15])[N:12]=2)=[CH:4][CH:3]=1.Cl.Cl[CH2:18][CH2:19][N:20]([CH2:22][CH2:23]Cl)[CH3:21]. No catalyst specified. The yield is 0.300. The product is [F:1][C:2]1[CH:3]=[CH:4][C:5]([C:8]2[O:9][CH:10]=[C:11]([C:13]3([C:14]#[N:15])[CH2:23][CH2:22][N:20]([CH3:21])[CH2:19][CH2:18]3)[N:12]=2)=[CH:6][CH:7]=1.